Dataset: Reaction yield outcomes from USPTO patents with 853,638 reactions. Task: Predict the reaction yield, written as a fraction of the theoretical maximum amount of product (1.0 means a 100% yield; for example, 0.34 means a 34% yield). The reactants are [Cl:1][C:2]1[CH:3]=[C:4]([CH:7]=[C:8]([Cl:31])[C:9]=1[NH:10][C:11]1[S:12][C:13]2[N:14]=[CH:15][N:16]=[C:17]([NH:20][C:21]3[CH:26]=[CH:25][C:24]([C:27]([F:30])([F:29])[F:28])=[CH:23][CH:22]=3)[C:18]=2[N:19]=1)[CH:5]=O.[NH:32]1[CH2:35][CH2:34][CH2:33]1.C(O[BH-](OC(=O)C)OC(=O)C)(=O)C.[Na+]. The catalyst is C(Cl)Cl. The product is [N:32]1([CH2:5][C:4]2[CH:3]=[C:2]([Cl:1])[C:9]([NH:10][C:11]3[S:12][C:13]4[N:14]=[CH:15][N:16]=[C:17]([NH:20][C:21]5[CH:26]=[CH:25][C:24]([C:27]([F:30])([F:29])[F:28])=[CH:23][CH:22]=5)[C:18]=4[N:19]=3)=[C:8]([Cl:31])[CH:7]=2)[CH2:35][CH2:34][CH2:33]1. The yield is 0.340.